This data is from Peptide-MHC class II binding affinity with 134,281 pairs from IEDB. The task is: Regression. Given a peptide amino acid sequence and an MHC pseudo amino acid sequence, predict their binding affinity value. This is MHC class II binding data. The peptide sequence is ASRENSGGGVEGIGL. The MHC is DRB5_0101 with pseudo-sequence DRB5_0101. The binding affinity (normalized) is 0.